The task is: Predict the reactants needed to synthesize the given product.. This data is from Full USPTO retrosynthesis dataset with 1.9M reactions from patents (1976-2016). (1) Given the product [NH2:46][C:45]1[CH:44]=[C:43]([C:2]2[CH:10]=[C:9]3[C:5]([CH:6]=[N:7][N:8]3[S:11]([C:14]3[CH:15]=[CH:16][C:17]([CH3:20])=[CH:18][CH:19]=3)(=[O:12])=[O:13])=[C:4]([NH:21][C:22]([C:24]3[N:25]=[C:26]([CH2:29][N:30]4[CH2:35][C@H:34]([CH3:36])[O:33][C@H:32]([CH3:37])[CH2:31]4)[S:27][CH:28]=3)=[O:23])[CH:3]=2)[CH:42]=[N:41][C:40]=1[O:39][CH3:38], predict the reactants needed to synthesize it. The reactants are: Br[C:2]1[CH:10]=[C:9]2[C:5]([CH:6]=[N:7][N:8]2[S:11]([C:14]2[CH:19]=[CH:18][C:17]([CH3:20])=[CH:16][CH:15]=2)(=[O:13])=[O:12])=[C:4]([NH:21][C:22]([C:24]2[N:25]=[C:26]([CH2:29][N:30]3[CH2:35][C@H:34]([CH3:36])[O:33][C@H:32]([CH3:37])[CH2:31]3)[S:27][CH:28]=2)=[O:23])[CH:3]=1.[CH3:38][O:39][C:40]1[C:45]([NH2:46])=[CH:44][C:43](B2OC(C)(C)C(C)(C)O2)=[CH:42][N:41]=1.C(=O)([O-])[O-].[Na+].[Na+].O1CCOCC1. (2) The reactants are: [CH:1]1([N:4]2[CH2:13][C:12]([CH3:15])([CH3:14])[C:11]3[C:6](=[CH:7][CH:8]=[C:9]([CH2:16][OH:17])[CH:10]=3)[CH2:5]2)[CH2:3][CH2:2]1.C[N+]1([O-])CCOCC1.C(OCC)(=O)C. Given the product [CH:1]1([N:4]2[CH2:13][C:12]([CH3:14])([CH3:15])[C:11]3[C:6](=[CH:7][CH:8]=[C:9]([CH:16]=[O:17])[CH:10]=3)[CH2:5]2)[CH2:3][CH2:2]1, predict the reactants needed to synthesize it. (3) Given the product [C:31]([O:35][C:36](=[O:48])[CH2:37][O:38][C:39]1[CH:44]=[CH:43][C:42]([Cl:45])=[CH:41][C:40]=1[CH2:46][NH:47][C:26]1[N:25]=[CH:24][N:23]=[C:22]2[C:27]=1[N:28]=[CH:29][N:21]2[C@H:14]1[C@H:15]([OH:20])[C@H:16]([N:17]=[N+:18]=[N-:19])[C@@H:12]([C:10](=[O:11])[NH:9][CH3:8])[O:13]1)([CH3:34])([CH3:32])[CH3:33], predict the reactants needed to synthesize it. The reactants are: C(N(CC)CC)C.[CH3:8][NH:9][C:10]([C@@H:12]1[C@@H:16]([N:17]=[N+:18]=[N-:19])[C@@H:15]([OH:20])[C@H:14]([N:21]2[CH:29]=[N:28][C:27]3[C:22]2=[N:23][CH:24]=[N:25][C:26]=3Cl)[O:13]1)=[O:11].[C:31]([O:35][C:36](=[O:48])[CH2:37][O:38][C:39]1[CH:44]=[CH:43][C:42]([Cl:45])=[CH:41][C:40]=1[CH2:46][NH2:47])([CH3:34])([CH3:33])[CH3:32]. (4) Given the product [I:28][C:25]1[CH:26]=[CH:27][C:22]([C:20]([N:19]([CH3:29])[C@:13]([CH3:18])([C:10]([NH:37][O:36][CH:31]2[CH2:32][CH2:33][CH2:34][CH2:35][O:30]2)=[O:12])[C:14]([NH:16][CH3:17])=[O:15])=[O:21])=[CH:23][CH:24]=1, predict the reactants needed to synthesize it. The reactants are: CCN(C(C)C)C(C)C.[C:10]([C@:13]([N:19]([CH3:29])[C:20]([C:22]1[CH:27]=[CH:26][C:25]([I:28])=[CH:24][CH:23]=1)=[O:21])([CH3:18])[C:14]([NH:16][CH3:17])=[O:15])([OH:12])=O.[O:30]1[CH2:35][CH2:34][CH2:33][CH2:32][CH:31]1[O:36][NH2:37].CN(C(ON1N=NC2C=CC=NC1=2)=[N+](C)C)C.F[P-](F)(F)(F)(F)F.